From a dataset of Catalyst prediction with 721,799 reactions and 888 catalyst types from USPTO. Predict which catalyst facilitates the given reaction. (1) Reactant: Br.C(O)(=O)C.[OH:6][B:7]1[C:11]2[CH:12]=[CH:13][C:14]([O:16][C:17]3[CH:24]=[CH:23][C:20]([C:21]#[N:22])=[C:19]([O:25]C)[N:18]=3)=[CH:15][C:10]=2[CH2:9][O:8]1. Product: [OH:25][C:19]1[N:18]=[C:17]([O:16][C:14]2[CH:13]=[CH:12][C:11]3[B:7]([OH:6])[O:8][CH2:9][C:10]=3[CH:15]=2)[CH:24]=[CH:23][C:20]=1[C:21]#[N:22]. The catalyst class is: 6. (2) Reactant: F[C:2]1[C:7](=[O:8])[N:6]([CH3:9])[C:5]([C:10]#[N:11])=[CH:4][CH:3]=1.Cl.[NH2:13][C@H:14]([C:16]1[C:17](=[O:36])[NH:18][C:19]2[C:24]([CH:25]=1)=[CH:23][C:22]([Cl:26])=[C:21]([O:27][C@@H:28]([C:30]1[CH:35]=[CH:34][CH:33]=[CH:32][N:31]=1)[CH3:29])[CH:20]=2)[CH3:15].CS(C)=O.CCN(C(C)C)C(C)C. Product: [Cl:26][C:22]1[CH:23]=[C:24]2[C:19](=[CH:20][C:21]=1[O:27][C@@H:28]([C:30]1[CH:35]=[CH:34][CH:33]=[CH:32][N:31]=1)[CH3:29])[NH:18][C:17](=[O:36])[C:16]([C@@H:14]([NH:13][C:2]1[C:7](=[O:8])[N:6]([CH3:9])[C:5]([C:10]#[N:11])=[CH:4][CH:3]=1)[CH3:15])=[CH:25]2. The catalyst class is: 144. (3) Reactant: [O:1]1CCO[CH:2]1[C:6]1[CH:7]=[C:8]2[C:12](=[CH:13][CH:14]=1)[NH:11][N:10]=[C:9]2[NH2:15].C1(C)C=CC(S(O)(=O)=O)=CC=1.C(OCC)(=O)C. Product: [NH2:15][C:9]1[C:8]2[C:12](=[CH:13][CH:14]=[C:6]([CH:2]=[O:1])[CH:7]=2)[NH:11][N:10]=1. The catalyst class is: 20. (4) Reactant: CO[C:3](=O)[CH2:4][NH:5][C:6](=[O:37])[C:7]1[CH:12]=[C:11]([Cl:13])[C:10]([O:14][C:15]2[CH:20]=[CH:19][N:18]=[CH:17][C:16]=2[C:21]([N:23]2[C:32]3[C:27](=[CH:28][CH:29]=[CH:30][CH:31]=3)[N:26]([CH:33]3[CH2:35][CH2:34]3)[CH2:25][CH2:24]2)=[O:22])=[CH:9][C:8]=1[Cl:36].F[P-](F)(F)(F)(F)F.N1(OC(N(C)C)=[N+](C)C)C2N=CC=CC=2N=N1.C(N(CC)C(C)C)(C)C.NCC[S:75]([OH:78])(=[O:77])=[O:76]. Product: [Cl:36][C:8]1[CH:9]=[C:10]([O:14][C:15]2[CH:20]=[CH:19][N:18]=[CH:17][C:16]=2[C:21]([N:23]2[C:32]3[C:27](=[CH:28][CH:29]=[CH:30][CH:31]=3)[N:26]([CH:33]3[CH2:35][CH2:34]3)[CH2:25][CH2:24]2)=[O:22])[C:11]([Cl:13])=[CH:12][C:7]=1[C:6]([NH:5][CH2:4][CH2:3][S:75]([OH:78])(=[O:77])=[O:76])=[O:37]. The catalyst class is: 9. (5) Reactant: Cl[C:2]1[CH:7]=[C:6]([NH:8][C:9]2[CH:10]=[C:11]([CH:19]=[CH:20][CH:21]=2)[C:12]([O:14][C:15]([CH3:18])([CH3:17])[CH3:16])=[O:13])[N:5]2[N:22]=[CH:23][CH:24]=[C:4]2[N:3]=1.[Cl:25][C:26]1[CH:27]=[C:28]([CH:30]=[CH:31][CH:32]=1)[NH2:29].Cl.O1CCOCC1.[OH-].[Na+]. Product: [Cl:25][C:26]1[CH:27]=[C:28]([NH:29][C:2]2[CH:7]=[C:6]([NH:8][C:9]3[CH:10]=[C:11]([CH:19]=[CH:20][CH:21]=3)[C:12]([O:14][C:15]([CH3:17])([CH3:18])[CH3:16])=[O:13])[N:5]3[N:22]=[CH:23][CH:24]=[C:4]3[N:3]=2)[CH:30]=[CH:31][CH:32]=1. The catalyst class is: 878. (6) Reactant: [OH:1][C:2]1[CH:3]=[C:4]([C:14]2[NH:18][C:17]([C:19]([O:21][CH2:22][C:23]3[CH:28]=[CH:27][CH:26]=[CH:25][CH:24]=3)=[O:20])=[CH:16][CH:15]=2)[CH:5]=[C:6]([O:8][C@@H:9]([CH3:13])[CH2:10][O:11][CH3:12])[CH:7]=1.[CH:29]([Si:32](Cl)([CH:36]([CH3:38])[CH3:37])[CH:33]([CH3:35])[CH3:34])([CH3:31])[CH3:30].C(N(CC)CC)C.O. Product: [CH3:12][O:11][CH2:10][C@H:9]([CH3:13])[O:8][C:6]1[CH:5]=[C:4]([C:14]2[NH:18][C:17]([C:19]([O:21][CH2:22][C:23]3[CH:28]=[CH:27][CH:26]=[CH:25][CH:24]=3)=[O:20])=[CH:16][CH:15]=2)[CH:3]=[C:2]([O:1][Si:32]([CH:36]([CH3:38])[CH3:37])([CH:33]([CH3:35])[CH3:34])[CH:29]([CH3:31])[CH3:30])[CH:7]=1. The catalyst class is: 172. (7) Reactant: [O:1]=[C:2]1[C:10]2[C:5](=[CH:6][CH:7]=[CH:8][CH:9]=2)[C:4](=[O:11])[N:3]1[CH2:12][C@H:13]1[CH2:18][C@@H:17]([O:19][CH3:20])[CH2:16][N:15](C(OCC2C=CC=CC=2)=O)[CH2:14]1.[H][H].N#N. Product: [CH3:20][O:19][C@H:17]1[CH2:16][NH:15][CH2:14][C@@H:13]([CH2:12][N:3]2[C:4](=[O:11])[C:5]3[C:10](=[CH:9][CH:8]=[CH:7][CH:6]=3)[C:2]2=[O:1])[CH2:18]1. The catalyst class is: 50. (8) Reactant: [C:1]([C:4](=[CH:23][C:24]1[CH:29]=[CH:28][C:27]([Cl:30])=[C:26]([Cl:31])[CH:25]=1)[C:5]([NH:7][CH2:8][CH2:9][CH:10]([C:17]1[CH:22]=[CH:21][CH:20]=[CH:19][CH:18]=1)[C:11]1[CH:16]=[CH:15][CH:14]=[CH:13][CH:12]=1)=[O:6])(=O)[CH3:2].Cl.[C:33]([NH2:36])(=[NH:35])[CH3:34].C([O-])(=O)C.[Na+].ClC1C(=O)C(C#N)=C(C#N)C(=O)C=1Cl. Product: [Cl:31][C:26]1[CH:25]=[C:24]([C:23]2[C:4]([C:5]([NH:7][CH2:8][CH2:9][CH:10]([C:17]3[CH:22]=[CH:21][CH:20]=[CH:19][CH:18]=3)[C:11]3[CH:16]=[CH:15][CH:14]=[CH:13][CH:12]=3)=[O:6])=[C:1]([CH3:2])[N:36]=[C:33]([CH3:34])[N:35]=2)[CH:29]=[CH:28][C:27]=1[Cl:30]. The catalyst class is: 3.